Dataset: Aqueous solubility values for 9,982 compounds from the AqSolDB database. Task: Regression/Classification. Given a drug SMILES string, predict its absorption, distribution, metabolism, or excretion properties. Task type varies by dataset: regression for continuous measurements (e.g., permeability, clearance, half-life) or binary classification for categorical outcomes (e.g., BBB penetration, CYP inhibition). For this dataset (solubility_aqsoldb), we predict Y. (1) The compound is Oc1ccc2ccccc2c1. The Y is -2.28 log mol/L. (2) The compound is CC(OP(C)(=O)F)C(C)(C)C. The Y is -0.938 log mol/L. (3) The compound is CC1(C)C2CC3OC3(C)C1C2. The Y is -2.59 log mol/L. (4) The drug is C=CC(=O)OCCCCCC(C)C. The Y is -4.17 log mol/L. (5) The drug is CCOP(=O)(OCC)OP(=O)(OCC)OP(=O)(OCC)OP(=O)(OCC)OCC. The Y is 0.296 log mol/L. (6) The drug is CCC1(C/C=C2/CCCc3cc(OC)ccc32)C(=O)CCC1=O. The Y is -4.84 log mol/L. (7) The drug is CCC1NC(=O)c2cc(S(N)(=O)=O)c(Cl)cc2N1. The Y is -3.29 log mol/L. (8) The drug is CC(=O)CC(=O)Nc1ccc(NC(=O)CC(C)=O)cc1. The Y is -3.13 log mol/L.